Dataset: NCI-60 drug combinations with 297,098 pairs across 59 cell lines. Task: Regression. Given two drug SMILES strings and cell line genomic features, predict the synergy score measuring deviation from expected non-interaction effect. (1) Drug 1: C1=NC2=C(N=C(N=C2N1C3C(C(C(O3)CO)O)F)Cl)N. Drug 2: CC1C(C(CC(O1)OC2CC(CC3=C2C(=C4C(=C3O)C(=O)C5=CC=CC=C5C4=O)O)(C(=O)C)O)N)O. Cell line: RPMI-8226. Synergy scores: CSS=31.9, Synergy_ZIP=-0.693, Synergy_Bliss=-3.05, Synergy_Loewe=-33.5, Synergy_HSA=-4.03. (2) Drug 1: C(CC(=O)O)C(=O)CN.Cl. Drug 2: C1=NNC2=C1C(=O)NC=N2. Cell line: UACC-257. Synergy scores: CSS=9.84, Synergy_ZIP=-3.76, Synergy_Bliss=-1.22, Synergy_Loewe=-0.0519, Synergy_HSA=-0.314. (3) Drug 1: C1=CC=C(C=C1)NC(=O)CCCCCCC(=O)NO. Drug 2: CC1CCC2CC(C(=CC=CC=CC(CC(C(=O)C(C(C(=CC(C(=O)CC(OC(=O)C3CCCCN3C(=O)C(=O)C1(O2)O)C(C)CC4CCC(C(C4)OC)OCCO)C)C)O)OC)C)C)C)OC. Cell line: A498. Synergy scores: CSS=3.40, Synergy_ZIP=-1.72, Synergy_Bliss=-2.87, Synergy_Loewe=-2.12, Synergy_HSA=-3.50. (4) Drug 1: C1=CC(=C2C(=C1NCCNCCO)C(=O)C3=C(C=CC(=C3C2=O)O)O)NCCNCCO. Drug 2: CC1CCC2CC(C(=CC=CC=CC(CC(C(=O)C(C(C(=CC(C(=O)CC(OC(=O)C3CCCCN3C(=O)C(=O)C1(O2)O)C(C)CC4CCC(C(C4)OC)O)C)C)O)OC)C)C)C)OC. Cell line: PC-3. Synergy scores: CSS=42.3, Synergy_ZIP=-4.17, Synergy_Bliss=-3.22, Synergy_Loewe=2.49, Synergy_HSA=6.13.